This data is from Full USPTO retrosynthesis dataset with 1.9M reactions from patents (1976-2016). The task is: Predict the reactants needed to synthesize the given product. (1) The reactants are: [CH2:1]([CH:3]([CH2:33][CH3:34])[CH:4]([NH:15][C:16]1[CH:21]=[CH:20][C:19]([C:22]([N:24]([CH3:32])[CH2:25][CH2:26][C:27]([O:29]CC)=[O:28])=[O:23])=[CH:18][CH:17]=1)[C:5]1[S:6][C:7]2[CH:14]=[CH:13][CH:12]=[CH:11][C:8]=2[C:9]=1[CH3:10])[CH3:2].O1CCCC1.[OH-].[Na+]. Given the product [CH2:33]([CH:3]([CH2:1][CH3:2])[CH:4]([NH:15][C:16]1[CH:17]=[CH:18][C:19]([C:22]([N:24]([CH3:32])[CH2:25][CH2:26][C:27]([OH:29])=[O:28])=[O:23])=[CH:20][CH:21]=1)[C:5]1[S:6][C:7]2[CH:14]=[CH:13][CH:12]=[CH:11][C:8]=2[C:9]=1[CH3:10])[CH3:34], predict the reactants needed to synthesize it. (2) The reactants are: N#N.[CH2:3]([O:10][C:11]([NH:13][C@H:14]1[CH2:19][CH2:18][C@H:17]([CH2:20]O)[CH2:16][CH2:15]1)=[O:12])[C:4]1[CH:9]=[CH:8][CH:7]=[CH:6][CH:5]=1.C1(P(C2C=CC=CC=2)C2C=CC=CC=2)C=CC=CC=1.[NH:41]1C=CN=C1.II.[I-].[N-]=[N+]=[N-].[Na+].[N-]=[N+]=[N-]. Given the product [NH2:41][CH2:20][C@H:17]1[CH2:18][CH2:19][C@H:14]([NH:13][C:11](=[O:12])[O:10][CH2:3][C:4]2[CH:9]=[CH:8][CH:7]=[CH:6][CH:5]=2)[CH2:15][CH2:16]1, predict the reactants needed to synthesize it. (3) Given the product [CH3:16][C:17]([CH3:22])([CH3:21])[CH2:18][CH2:19]/[N:20]=[CH:8]/[C:7]1[CH:10]=[CH:11][CH:12]=[C:13]([F:14])[C:6]=1[NH:5][CH2:4][CH2:3][N:2]([CH3:15])[CH3:1], predict the reactants needed to synthesize it. The reactants are: [CH3:1][N:2]([CH3:15])[CH2:3][CH2:4][NH:5][C:6]1[C:13]([F:14])=[CH:12][CH:11]=[CH:10][C:7]=1[CH:8]=O.[CH3:16][C:17]([CH3:22])([CH3:21])[CH2:18][CH2:19][NH2:20]. (4) Given the product [CH:13]1([C:16]2[N:17]=[C:18]([CH3:44])[N:19]([C:38]3[CH:39]=[CH:40][CH:41]=[CH:42][CH:43]=3)[C:20](=[O:37])[C:21]=2[CH2:22][C:23]2[CH:28]=[CH:27][C:26]([C:29]3[CH:34]=[CH:33][CH:32]=[CH:31][C:30]=3[C:35]3[NH:3][C:4](=[O:7])[O:5][N:36]=3)=[CH:25][CH:24]=2)[CH2:15][CH2:14]1, predict the reactants needed to synthesize it. The reactants are: [Cl-].O[NH3+:3].[C:4](=[O:7])([O-])[OH:5].[Na+].CS(C)=O.[CH:13]1([C:16]2[N:17]=[C:18]([CH3:44])[N:19]([C:38]3[CH:43]=[CH:42][CH:41]=[CH:40][CH:39]=3)[C:20](=[O:37])[C:21]=2[CH2:22][C:23]2[CH:28]=[CH:27][C:26]([C:29]3[C:30]([C:35]#[N:36])=[CH:31][CH:32]=[CH:33][CH:34]=3)=[CH:25][CH:24]=2)[CH2:15][CH2:14]1. (5) The reactants are: O/[CH:2]=[C:3]1\[C:4](=O)[C@:5]2([C:18]3[CH:23]=[CH:22][CH:21]=[CH:20][CH:19]=3)[C@@H:10]([CH2:11][CH2:12]\1)[C@H:9]([CH3:13])[C:8]1([O:17][CH2:16][CH2:15][O:14]1)[CH2:7][CH2:6]2.[NH2:25][NH2:26]. Given the product [CH3:13][C@@H:9]1[C:8]2([O:14][CH2:15][CH2:16][O:17]2)[CH2:7][CH2:6][C@@:5]2([C:18]3[CH:19]=[CH:20][CH:21]=[CH:22][CH:23]=3)[C@H:10]1[CH2:11][CH2:12][C:3]1[C:4]2=[N:26][NH:25][CH:2]=1, predict the reactants needed to synthesize it.